Dataset: Full USPTO retrosynthesis dataset with 1.9M reactions from patents (1976-2016). Task: Predict the reactants needed to synthesize the given product. (1) Given the product [Cl:20][C:21]1[CH:22]=[CH:23][C:24]([C:27]2[CH:28]=[CH:29][C:30]([C:33]#[C:34][C:2]3[CH:19]=[CH:18][C:5]4[N:6]([CH2:11][CH2:12][N:13]5[CH2:17][CH2:16][CH2:15][CH2:14]5)[C:7](=[O:10])[N:8]([CH3:9])[C:4]=4[CH:3]=3)=[N:31][CH:32]=2)=[CH:25][CH:26]=1, predict the reactants needed to synthesize it. The reactants are: I[C:2]1[CH:19]=[CH:18][C:5]2[N:6]([CH2:11][CH2:12][N:13]3[CH2:17][CH2:16][CH2:15][CH2:14]3)[C:7](=[O:10])[N:8]([CH3:9])[C:4]=2[CH:3]=1.[Cl:20][C:21]1[CH:26]=[CH:25][C:24]([C:27]2[CH:28]=[CH:29][C:30]([C:33]#[CH:34])=[N:31][CH:32]=2)=[CH:23][CH:22]=1. (2) Given the product [Cl:10][C:11]1[CH:19]=[C:18]2[C:14]([C:15]([C:20]#[N:21])=[N:16][N:17]2[CH2:4][C:3]2[CH:6]=[CH:7][CH:8]=[CH:9][C:2]=2[F:1])=[CH:13][CH:12]=1, predict the reactants needed to synthesize it. The reactants are: [F:1][C:2]1[CH:9]=[CH:8][CH:7]=[CH:6][C:3]=1[CH2:4]Br.[Cl:10][C:11]1[CH:19]=[C:18]2[C:14]([C:15]([C:20]#[N:21])=[N:16][NH:17]2)=[CH:13][CH:12]=1.C(=O)([O-])[O-].[K+].[K+].O. (3) Given the product [CH3:14][O:13][C:7]1[CH:8]=[C:9]([O:11][CH3:12])[CH:10]=[C:2]2[C:3]=1[C:4](=[O:5])[NH:6][C:27]([C:26]1[CH:25]=[CH:24][C:23]([CH2:22][N:17]3[C:18](=[O:21])[CH2:19][NH:20][C:16]3=[O:15])=[CH:30][CH:29]=1)=[N:1]2, predict the reactants needed to synthesize it. The reactants are: [NH2:1][C:2]1[CH:10]=[C:9]([O:11][CH3:12])[CH:8]=[C:7]([O:13][CH3:14])[C:3]=1[C:4]([NH2:6])=[O:5].[O:15]=[C:16]1[NH:20][CH2:19][C:18](=[O:21])[N:17]1[CH2:22][C:23]1[CH:30]=[CH:29][C:26]([CH:27]=O)=[CH:25][CH:24]=1.S([O-])(O)=O.[Na+].O.C1(C)C=CC(S(O)(=O)=O)=CC=1. (4) The reactants are: [CH3:1][O:2][CH2:3][CH2:4][N:5]1[CH2:10][CH2:9][C:8]([S:21]([C:24]2[CH:29]=[CH:28][C:27]([C:30]3[CH:35]=[CH:34][C:33]([O:36][C:37]([F:42])([F:41])[CH:38]([F:40])[F:39])=[CH:32][CH:31]=3)=[CH:26][CH:25]=2)(=[O:23])=[O:22])([C:11]([NH:13][O:14]C2CCCCO2)=[O:12])[CH2:7][CH2:6]1.CO.[ClH:45]. Given the product [ClH:45].[OH:14][NH:13][C:11]([C:8]1([S:21]([C:24]2[CH:25]=[CH:26][C:27]([C:30]3[CH:35]=[CH:34][C:33]([O:36][C:37]([F:42])([F:41])[CH:38]([F:40])[F:39])=[CH:32][CH:31]=3)=[CH:28][CH:29]=2)(=[O:23])=[O:22])[CH2:9][CH2:10][N:5]([CH2:4][CH2:3][O:2][CH3:1])[CH2:6][CH2:7]1)=[O:12], predict the reactants needed to synthesize it. (5) Given the product [Br:1][C:2]1[CH:7]=[CH:6][C:5]([C@@H:8]([N:10]2[CH2:15][CH2:14][C@:13]([CH2:22][CH2:23][N:37]3[CH2:38][CH2:39][CH2:40][S:36]3(=[O:42])=[O:41])([C:16]3[CH:21]=[CH:20][CH:19]=[CH:18][CH:17]=3)[O:12][C:11]2=[O:29])[CH3:9])=[CH:4][CH:3]=1, predict the reactants needed to synthesize it. The reactants are: [Br:1][C:2]1[CH:7]=[CH:6][C:5]([C@@H:8]([N:10]2[CH2:15][CH2:14][C@@:13]([CH2:22][CH2:23]CS([O-])(=O)=O)([C:16]3[CH:21]=[CH:20][CH:19]=[CH:18][CH:17]=3)[O:12][C:11]2=[O:29])[CH3:9])=[CH:4][CH:3]=1.C([O-])([O-])=O.[K+].[K+].[S:36]1(=[O:42])(=[O:41])[CH2:40][CH2:39][CH2:38][NH:37]1.